This data is from Forward reaction prediction with 1.9M reactions from USPTO patents (1976-2016). The task is: Predict the product of the given reaction. (1) The product is: [Br:1][C:2]1[CH:3]=[C:4]([CH2:8][CH2:9][CH2:10][N:18]2[C:19](=[O:25])[C:20]3[NH:21][C:13]([Cl:12])=[N:14][C:15]=3[N:16]([CH2:27][CH2:28][CH2:29][CH2:30][CH3:31])[C:17]2=[O:26])[CH:5]=[CH:6][CH:7]=1. Given the reactants [Br:1][C:2]1[CH:3]=[C:4]([CH2:8][CH2:9][CH2:10]O)[CH:5]=[CH:6][CH:7]=1.[Cl:12][C:13]1[N:21](CC=C)[C:20]2[C:19](=[O:25])[NH:18][C:17](=[O:26])[N:16]([CH2:27][CH2:28][CH2:29][CH2:30][CH3:31])[C:15]=2[N:14]=1.C1C=CC(P(C2C=CC=CC=2)C2C=CC=CC=2)=CC=1.C1C=CC(COC(/N=N/C(OCC2C=CC=CC=2)=O)=O)=CC=1.N1CCOCC1, predict the reaction product. (2) Given the reactants [O:1]=[C:2]([CH:8]1[CH2:12][CH2:11][CH2:10][O:9]1)[CH2:3][C:4]([O:6][CH3:7])=[O:5].C1(C(C(=[CH:24][N:25]([CH3:27])[CH3:26])C(OCC)=O)=O)CC1, predict the reaction product. The product is: [CH3:24][N:25]([CH3:27])/[CH:26]=[C:3](/[C:2]([CH:8]1[CH2:12][CH2:11][CH2:10][O:9]1)=[O:1])\[C:4]([O:6][CH3:7])=[O:5]. (3) Given the reactants C[O:2][C:3](=O)[CH2:4][CH2:5][CH2:6][CH2:7][CH:8]=[C:9]([CH3:11])[CH3:10].CC(C[AlH]CC(C)C)C, predict the reaction product. The product is: [CH3:10][C:9]([CH3:11])=[CH:8][CH2:7][CH2:6][CH2:5][CH2:4][CH2:3][OH:2]. (4) Given the reactants [O:1]=[C:2]1[O:6][CH2:5][C@:4]2([CH2:10][CH2:9][C@@H:8]([C:11]3[CH:12]=[C:13]4[C:18](=[CH:19][CH:20]=3)[CH2:17][CH:16]([C:21](OC)=[O:22])[CH2:15][CH2:14]4)[CH2:7]2)[NH:3]1.[BH4-].[Li+], predict the reaction product. The product is: [OH:22][CH2:21][CH:16]1[CH2:15][CH2:14][C:13]2[CH:12]=[C:11]([C@@H:8]3[CH2:9][CH2:10][C@@:4]4([NH:3][C:2](=[O:1])[O:6][CH2:5]4)[CH2:7]3)[CH:20]=[CH:19][C:18]=2[CH2:17]1. (5) Given the reactants [OH:1][C:2]1[CH:7]=[CH:6][C:5]([N:8]2[C:13](=[O:14])[C:12]([CH2:15][C:16]3[CH:21]=[CH:20][C:19]([C:22]4[C:23]([C:28]#[N:29])=[CH:24][CH:25]=[CH:26][CH:27]=4)=[CH:18][CH:17]=3)=[C:11]([CH2:30][CH2:31][CH3:32])[N:10]=[C:9]2[CH3:33])=[CH:4][CH:3]=1.[F:34][CH2:35][CH:36](O)[CH3:37].C1(P(C2C=CC=CC=2)C2C=CC=CC=2)C=CC=CC=1.[N:59]([C:60]([O:62]C(C)C)=[O:61])=[N:59][C:60]([O:62]C(C)C)=[O:61], predict the reaction product. The product is: [F:34][CH2:35][CH:36]([CH3:37])[O:1][C:2]1[CH:3]=[CH:4][C:5]([N:8]2[C:13](=[O:14])[C:12]([CH2:15][C:16]3[CH:21]=[CH:20][C:19]([C:22]4[CH:27]=[CH:26][CH:25]=[CH:24][C:23]=4[C:28]4[NH:59][C:60](=[O:61])[O:62][N:29]=4)=[CH:18][CH:17]=3)=[C:11]([CH2:30][CH2:31][CH3:32])[N:10]=[C:9]2[CH3:33])=[CH:6][CH:7]=1.